Dataset: Reaction yield outcomes from USPTO patents with 853,638 reactions. Task: Predict the reaction yield, written as a fraction of the theoretical maximum amount of product (1.0 means a 100% yield; for example, 0.34 means a 34% yield). (1) The reactants are Cl[CH2:2][C:3]1[N:8]=[C:7]([C:9]([O:11][CH2:12][CH3:13])=[O:10])[CH:6]=[CH:5][CH:4]=1.[CH2:14]([NH:16][CH2:17][CH3:18])[CH3:15].C([O-])([O-])=O.[K+].[K+]. The catalyst is CN(C=O)C. The product is [CH2:14]([N:16]([CH2:2][C:3]1[N:8]=[C:7]([C:9]([O:11][CH2:12][CH3:13])=[O:10])[CH:6]=[CH:5][CH:4]=1)[CH2:17][CH3:18])[CH3:15]. The yield is 0.640. (2) The reactants are [S:1]1[CH:5]=[N:4][N:3]=[C:2]1[NH2:6].Cl[C:8]([O:10][C:11]1[CH:16]=[CH:15][CH:14]=[CH:13][CH:12]=1)=[O:9].O. The catalyst is CN(C)C(=O)C. The product is [S:1]1[CH:5]=[N:4][N:3]=[C:2]1[NH:6][C:8](=[O:9])[O:10][C:11]1[CH:16]=[CH:15][CH:14]=[CH:13][CH:12]=1. The yield is 0.760. (3) The reactants are [F:1][C:2]([F:8])([F:7])[C:3]([CH3:6])([OH:5])[CH3:4].CCN(C(C)C)C(C)C.[C:18](=O)([O:26]C1C=CC=CN=1)[O:19][C:20]1[CH:25]=[CH:24][CH:23]=[CH:22][N:21]=1. The catalyst is CN(C1C=CN=CC=1)C. The product is [C:18](=[O:26])([O:5][C:3]([CH3:6])([CH3:4])[C:2]([F:8])([F:7])[F:1])[O:19][C:20]1[CH:25]=[CH:24][CH:23]=[CH:22][N:21]=1. The yield is 0.460. (4) The reactants are [CH2:1]([O:8][C:9]1[C:14]([CH3:15])=[CH:13][C:12]([C:16]2[NH:25][C:24](=[O:26])[C:23]3[C:18](=[CH:19][C:20]([O:29][CH3:30])=[CH:21][C:22]=3[O:27]C)[N:17]=2)=[CH:11][C:10]=1[CH3:31])[C:2]1[CH:7]=[CH:6][CH:5]=[CH:4][CH:3]=1.[Br-].[Mg+2].[Br-]. The catalyst is N1C=CC=CC=1. The product is [CH2:1]([O:8][C:9]1[C:14]([CH3:15])=[CH:13][C:12]([C:16]2[NH:25][C:24](=[O:26])[C:23]3[C:18](=[CH:19][C:20]([O:29][CH3:30])=[CH:21][C:22]=3[OH:27])[N:17]=2)=[CH:11][C:10]=1[CH3:31])[C:2]1[CH:3]=[CH:4][CH:5]=[CH:6][CH:7]=1. The yield is 0.650.